From a dataset of Full USPTO retrosynthesis dataset with 1.9M reactions from patents (1976-2016). Predict the reactants needed to synthesize the given product. (1) Given the product [CH2:1]([O:8][C:17]1[N:16]=[C:15]([NH:14][CH:11]2[CH2:13][CH2:12]2)[N:20]2[N:21]=[CH:22][C:23](/[CH:24]=[C:25]3/[C:26](=[O:31])[NH:27][C:28](=[O:30])[NH:29]/3)=[C:19]2[N:18]=1)[C:2]1[CH:7]=[CH:6][CH:5]=[CH:4][CH:3]=1, predict the reactants needed to synthesize it. The reactants are: [CH2:1]([OH:8])[C:2]1[CH:7]=[CH:6][CH:5]=[CH:4][CH:3]=1.[H-].[Na+].[CH:11]1([NH:14][C:15]2[N:20]3[N:21]=[CH:22][C:23](/[CH:24]=[C:25]4/[C:26](=[O:31])[NH:27][C:28](=[O:30])[NH:29]/4)=[C:19]3[N:18]=[C:17](S(C)(=O)=O)[N:16]=2)[CH2:13][CH2:12]1.C1(NC2N3N=CC(/C=C4/C(=O)NC(=O)N/4)=C3N=C(S(C)=O)N=2)CC1. (2) Given the product [F:23][CH:24]([F:35])[O:25][C:26]1[CH:33]=[C:32]([O:10][CH:7]([C:6]2[S:5][C:4]([C:11]3[CH:16]=[CH:15][C:14]([C:17]([F:20])([F:18])[F:19])=[CH:13][CH:12]=3)=[N:3][C:2]=2[CH3:1])[CH2:8][CH3:9])[CH:31]=[CH:30][C:27]=1[C:28]#[N:29], predict the reactants needed to synthesize it. The reactants are: [CH3:1][C:2]1[N:3]=[C:4]([C:11]2[CH:16]=[CH:15][C:14]([C:17]([F:20])([F:19])[F:18])=[CH:13][CH:12]=2)[S:5][C:6]=1[CH:7]([OH:10])[CH2:8][CH3:9].[H-].[Na+].[F:23][CH:24]([F:35])[O:25][C:26]1[CH:33]=[C:32](F)[CH:31]=[CH:30][C:27]=1[C:28]#[N:29].O. (3) Given the product [CH3:28][N:29]1[CH2:34][CH2:33][C:32]2[N:8]([CH2:18][CH2:17][C:11]3[CH:16]=[CH:15][CH:14]=[CH:13][CH:12]=3)[C:5]3[CH:4]=[CH:3][C:2]([CH3:10])=[CH:7][C:6]=3[C:31]=2[CH2:30]1, predict the reactants needed to synthesize it. The reactants are: Cl.[C:2]1([CH3:10])[CH:7]=[CH:6][C:5]([NH:8]N)=[CH:4][CH:3]=1.[C:11]1([CH2:17][CH2:18]Br)[CH:16]=[CH:15][CH:14]=[CH:13][CH:12]=1.C(N(CC)CC)C.Cl.[CH3:28][N:29]1[CH2:34][CH2:33][C:32](=O)[CH2:31][CH2:30]1.